This data is from Peptide-MHC class II binding affinity with 134,281 pairs from IEDB. The task is: Regression. Given a peptide amino acid sequence and an MHC pseudo amino acid sequence, predict their binding affinity value. This is MHC class II binding data. (1) The peptide sequence is GDSYIIVGRGDSRLT. The MHC is DRB3_0101 with pseudo-sequence DRB3_0101. The binding affinity (normalized) is 0.331. (2) The peptide sequence is AFLLLGLAGNSSPSA. The MHC is DRB1_0401 with pseudo-sequence DRB1_0401. The binding affinity (normalized) is 0.814.